This data is from NCI-60 drug combinations with 297,098 pairs across 59 cell lines. The task is: Regression. Given two drug SMILES strings and cell line genomic features, predict the synergy score measuring deviation from expected non-interaction effect. (1) Drug 1: CNC(=O)C1=CC=CC=C1SC2=CC3=C(C=C2)C(=NN3)C=CC4=CC=CC=N4. Drug 2: C(CC(=O)O)C(=O)CN.Cl. Cell line: SNB-75. Synergy scores: CSS=7.35, Synergy_ZIP=-2.98, Synergy_Bliss=-1.48, Synergy_Loewe=0.571, Synergy_HSA=0.0634. (2) Drug 1: C1CN1C2=NC(=NC(=N2)N3CC3)N4CC4. Drug 2: N.N.Cl[Pt+2]Cl. Cell line: SK-MEL-2. Synergy scores: CSS=40.8, Synergy_ZIP=1.29, Synergy_Bliss=1.02, Synergy_Loewe=-11.1, Synergy_HSA=0.572. (3) Drug 1: CCCS(=O)(=O)NC1=C(C(=C(C=C1)F)C(=O)C2=CNC3=C2C=C(C=N3)C4=CC=C(C=C4)Cl)F. Drug 2: C(CCl)NC(=O)N(CCCl)N=O. Cell line: HOP-92. Synergy scores: CSS=9.48, Synergy_ZIP=3.23, Synergy_Bliss=4.22, Synergy_Loewe=2.83, Synergy_HSA=2.56. (4) Drug 1: C1=C(C(=O)NC(=O)N1)F. Drug 2: CCCCC(=O)OCC(=O)C1(CC(C2=C(C1)C(=C3C(=C2O)C(=O)C4=C(C3=O)C=CC=C4OC)O)OC5CC(C(C(O5)C)O)NC(=O)C(F)(F)F)O. Cell line: OVCAR-4. Synergy scores: CSS=46.2, Synergy_ZIP=-1.80, Synergy_Bliss=-5.51, Synergy_Loewe=-3.60, Synergy_HSA=-3.51. (5) Drug 1: CNC(=O)C1=CC=CC=C1SC2=CC3=C(C=C2)C(=NN3)C=CC4=CC=CC=N4. Drug 2: CS(=O)(=O)C1=CC(=C(C=C1)C(=O)NC2=CC(=C(C=C2)Cl)C3=CC=CC=N3)Cl. Cell line: NCI-H322M. Synergy scores: CSS=0.742, Synergy_ZIP=-0.522, Synergy_Bliss=0.0325, Synergy_Loewe=-2.60, Synergy_HSA=-2.11. (6) Drug 2: COC1=C2C(=CC3=C1OC=C3)C=CC(=O)O2. Cell line: DU-145. Drug 1: CC1OCC2C(O1)C(C(C(O2)OC3C4COC(=O)C4C(C5=CC6=C(C=C35)OCO6)C7=CC(=C(C(=C7)OC)O)OC)O)O. Synergy scores: CSS=20.5, Synergy_ZIP=-0.875, Synergy_Bliss=-3.70, Synergy_Loewe=-22.1, Synergy_HSA=-3.75.